From a dataset of Full USPTO retrosynthesis dataset with 1.9M reactions from patents (1976-2016). Predict the reactants needed to synthesize the given product. Given the product [Br:1][C:2]1[CH:3]=[CH:4][C:5]([F:25])=[C:6]([C@@:8]([NH:18][S@@:19]([C:21]([CH3:24])([CH3:22])[CH3:23])=[O:20])([C:9]([F:16])([F:15])[C:33]([OH:29])([CH3:32])[CH3:26])[CH3:17])[CH:7]=1, predict the reactants needed to synthesize it. The reactants are: [Br:1][C:2]1[CH:3]=[CH:4][C:5]([F:25])=[C:6]([C@:8]([NH:18][S@@:19]([C:21]([CH3:24])([CH3:23])[CH3:22])=[O:20])([CH3:17])[C:9]([F:16])([F:15])C(OCC)=O)[CH:7]=1.[CH3:26][Mg]Br.[O:29]1[CH2:33][CH2:32]CC1.